Dataset: Forward reaction prediction with 1.9M reactions from USPTO patents (1976-2016). Task: Predict the product of the given reaction. (1) Given the reactants [N:1]1[CH:6]=[CH:5][C:4]([C:7]2[S:11][C:10]([C:12]([OH:14])=O)=[CH:9][CH:8]=2)=[CH:3][CH:2]=1.[Cl:15][C:16]1[CH:21]=[CH:20][C:19]([CH2:22][CH2:23][NH2:24])=[CH:18][CH:17]=1, predict the reaction product. The product is: [Cl:15][C:16]1[CH:21]=[CH:20][C:19]([CH2:22][CH2:23][NH:24][C:12]([C:10]2[S:11][C:7]([C:4]3[CH:3]=[CH:2][N:1]=[CH:6][CH:5]=3)=[CH:8][CH:9]=2)=[O:14])=[CH:18][CH:17]=1. (2) Given the reactants Br[C:2]1[C:3]([CH3:20])=[N:4][N:5]([CH:14]2[CH2:19][CH2:18][S:17][CH2:16][CH2:15]2)[C:6]=1[C:7]1[CH:12]=[CH:11][C:10]([F:13])=[CH:9][CH:8]=1.CC1(C)C(C)(C)OB([C:29]2[CH:30]=[CH:31][C:32]3[O:37][CH2:36][C:35](=[O:38])[NH:34][C:33]=3[CH:39]=2)O1.C(=O)([O-])[O-].[Cs+].[Cs+], predict the reaction product. The product is: [F:13][C:10]1[CH:11]=[CH:12][C:7]([C:6]2[N:5]([CH:14]3[CH2:19][CH2:18][S:17][CH2:16][CH2:15]3)[N:4]=[C:3]([CH3:20])[C:2]=2[C:29]2[CH:30]=[CH:31][C:32]3[O:37][CH2:36][C:35](=[O:38])[NH:34][C:33]=3[CH:39]=2)=[CH:8][CH:9]=1. (3) Given the reactants [CH:1]1[C:9]2[C:8]3[CH:10]=[CH:11][CH:12]=[CH:13][C:7]=3[O:6][C:5]=2[CH:4]=[C:3]([S:14]([Cl:17])(=[O:16])=[O:15])[CH:2]=1.C(O)(C(F)(F)F)=O.[N+:25]([O-])([OH:27])=[O:26], predict the reaction product. The product is: [N+:25]([C:11]1[CH:12]=[CH:13][C:7]2[O:6][C:5]3[CH:4]=[C:3]([S:14]([Cl:17])(=[O:16])=[O:15])[CH:2]=[CH:1][C:9]=3[C:8]=2[CH:10]=1)([O-:27])=[O:26]. (4) Given the reactants [OH-].[Na+].[CH2:3]([N:10]1[C:14]2[N:15]=[C:16]([Cl:24])[CH:17]=[C:18]([C:19]([O:21]CC)=[O:20])[C:13]=2[CH:12]=[N:11]1)[C:4]1[CH:9]=[CH:8][CH:7]=[CH:6][CH:5]=1.C([O-])(O)=O.[Na+], predict the reaction product. The product is: [CH2:3]([N:10]1[C:14]2[N:15]=[C:16]([Cl:24])[CH:17]=[C:18]([C:19]([OH:21])=[O:20])[C:13]=2[CH:12]=[N:11]1)[C:4]1[CH:5]=[CH:6][CH:7]=[CH:8][CH:9]=1. (5) Given the reactants [F:1][C:2]1[CH:3]=[CH:4][C:5]2[S:9][C:8]([S:10][CH3:11])=[N:7][C:6]=2[CH:12]=1.C1C=C(Cl)C=C(C(OO)=[O:21])C=1, predict the reaction product. The product is: [F:1][C:2]1[CH:3]=[CH:4][C:5]2[S:9][C:8]([S:10]([CH3:11])=[O:21])=[N:7][C:6]=2[CH:12]=1. (6) Given the reactants [F:1][C:2]1[CH:3]=[N:4][N:5]([C:7]2[N:12]=[C:11]([OH:13])[C:10]([C:14]([OH:16])=O)=[CH:9][N:8]=2)[CH:6]=1.CCN(CC)CC.CN(C(ON1N=NC2C=CC=NC1=2)=[N+](C)C)C.F[P-](F)(F)(F)(F)F.[NH2:48][C@@H:49]([C:62]1[CH:67]=[CH:66][C:65]([F:68])=[CH:64][CH:63]=1)[C:50]1[CH:55]=[CH:54][C:53]([P:56]([CH3:61])(=[O:60])[O:57][CH2:58][CH3:59])=[CH:52][CH:51]=1, predict the reaction product. The product is: [F:1][C:2]1[CH:3]=[N:4][N:5]([C:7]2[N:12]=[C:11]([OH:13])[C:10]([C:14]([NH:48][C@@H:49]([C:62]3[CH:63]=[CH:64][C:65]([F:68])=[CH:66][CH:67]=3)[C:50]3[CH:55]=[CH:54][C:53]([P:56]([CH3:61])(=[O:60])[O:57][CH2:58][CH3:59])=[CH:52][CH:51]=3)=[O:16])=[CH:9][N:8]=2)[CH:6]=1. (7) Given the reactants [BH4-].[Na+].[S:3]1[CH:7]=[CH:6][CH:5]=[C:4]1[C:8]1[CH:9]=[C:10]2[C:14](=[CH:15][CH:16]=1)[C:13](=[O:17])[CH2:12][CH2:11]2, predict the reaction product. The product is: [S:3]1[CH:7]=[CH:6][CH:5]=[C:4]1[C:8]1[CH:9]=[C:10]2[C:14](=[CH:15][CH:16]=1)[CH:13]([OH:17])[CH2:12][CH2:11]2.